This data is from Experimentally validated miRNA-target interactions with 360,000+ pairs, plus equal number of negative samples. The task is: Binary Classification. Given a miRNA mature sequence and a target amino acid sequence, predict their likelihood of interaction. (1) The miRNA is mmu-miR-329-3p with sequence AACACACCCAGCUAACCUUUUU. The protein sequence of the target gene is MECQEFIVLYTHQKMKKSKVWQDGVLKITHLGNKAILYDDKGACLESLFLKCLEVKPGDDLESERYLITVEEAKAVGSRAVEPDGSREALESGSRTLVSSSRSLGCQPSGLKRKATGFQRPYKMPKKVTITENSEPAASLGDENPGPPGPRLLPTFSSTLPLFPTVGQKDLTPVSTDNQSPITFSNRERSDTPLSLPSSYFKINTNTLGKEDKLCFPVSSETKHSDSLLASEPMRRNGLDSHCPGVSQNVRSKAQILALLKSSSTNRKDLHGEIPGHFPKIEPQGCLNIISKPEEDYAET.... Result: 1 (interaction). (2) The miRNA is hsa-miR-541-3p with sequence UGGUGGGCACAGAAUCUGGACU. The protein sequence of the target gene is METTLLFFSQINMCESKEKTFFKLIHGSGKEETSKEAKIRAKEKRNRLSLLVQKPEFHEDTRSSRSGHLAKETRVSPEEAVKWGESFDKLLSHRDGLEAFTRFLKTEFSEENIEFWIACEDFKKSKGPQQIHLKAKAIYEKFIQTDAPKEVNLDFHTKEVITNSITQPTLHSFDAAQSRVYQLMEQDSYTRFLKSDIYLDLMEGRPQRPTNLRRRSRSFTCNEFQDVQSDVAIWL. Result: 0 (no interaction). (3) The miRNA is mmu-miR-1894-5p with sequence CUCUCCCCUACCACCUGCCUCU. The protein sequence of the target gene is MCAARTPPLALVFRGTFVHSTWTCPMEVLRDHLLGVSDSGKIVFLEESSQQEKLAKEWCFKPCEIRELSHHEFFMPGLVDTHIHAPQYAFAGSNVDLPLLEWLNKYTFPTEQRFRSTDVAEEVYTRVVRRTLKNGTTTACYFGTIHTDSSLILAEITDKFGQRAFVGKVCMDLNDTVPEYKETTEESVKETERFVSEMLQKNYPRVKPIVTPRFTLSCTETLMSELGNIAKTHDLYIQSHISENREEIEAVKSLYPSYKNYTDVYDKNNLLTNKTVMAHGCYLSEEELNIFSERGASIAH.... Result: 1 (interaction). (4) The miRNA is hsa-miR-4778-5p with sequence AAUUCUGUAAAGGAAGAAGAGG. The protein sequence of the target gene is MAPKLLLLLCLFSGLHARSRKVEEDEYEDSSSNQKWVLAPKSQDTDVTLILNKLLREYDKKLRPDIGIKPTVIDVDIYVNSIGPVSSINMEYQIDIFFAQTWTDSRLRFNSTMKILTLNSNMVGLIWIPDTIFRNSKTAEAHWITTPNQLLRIWNDGKILYTLRLTINAECQLQLHNFPMDEHSCPLIFSSYGYPKEEMIYRWRKNSVEAADQKSWRLYQFDFMGLRNTTEIVTTSAGDYVVMTIYFELSRRMGYFTIQTYIPCILTVVLSWVSFWIKKDATPARTALGITTVLTMTTLS.... Result: 0 (no interaction). (5) The miRNA is hsa-miR-6752-3p with sequence UCCCUGCCCCCAUACUCCCAG. The protein sequence of the target gene is MQTCPLAFPGHVSQALGTLLFLAASLSAQNEGWDSPICTEGVVSVSWGENTVMSCNISNAFSHVNIKLRAHGQESAIFNEVAPGYFSRDGWQLQVQGGVAQLVIKGARDSHAGLYMWHLVGHQRNNRQVTLEVSGAEPQSAPDTGFWPVPAVVTAVFILLVALVMFAWYRCRCSQQRREKKFFLLEPQMKVAALRAGAQQGLSRASAELWTPDSEPTPRPLALVFKPSPLGALELLSPQPLFPYAADP. Result: 1 (interaction). (6) The miRNA is hsa-miR-6819-3p with sequence AAGCCUCUGUCCCCACCCCAG. The protein sequence of the target gene is MTLIEGVGDEVTVLFSVLACLLVLALAWVSTHTAEGGDPLPQPSGTPTPSQPSAAMAATDSMRGEAPGAETPSLRHRGQAAQPEPSTGFTATPPAPDSPQEPLVLRLKFLNDSEQVARAWPHDTIGSLKRTQFPGREQQVRLIYQGQLLGDDTQTLGSLHLPPNCVLHCHVSTRVGPPNPPCPPGSEPGPSGLEIGSLLLPLLLLLLLLLWYCQIQYRPFFPLTATLGLAGFTLLLSLLAFAMYRP. Result: 0 (no interaction).